Dataset: Catalyst prediction with 721,799 reactions and 888 catalyst types from USPTO. Task: Predict which catalyst facilitates the given reaction. (1) Reactant: [CH2:1]([O:3][C:4](=[O:34])[CH2:5][C@H:6]([NH:20][C:21](=[O:33])[CH2:22][CH2:23][C:24]1[N:28](CCC#N)[N:27]=[N:26][N:25]=1)[CH2:7][C:8]1[CH:13]=[CH:12][C:11]([C:14]2[CH:19]=[CH:18][CH:17]=[CH:16][CH:15]=2)=[CH:10][CH:9]=1)[CH3:2].C1CCN2C(=NCCC2)CC1. Product: [CH2:1]([O:3][C:4](=[O:34])[CH2:5][C@H:6]([NH:20][C:21](=[O:33])[CH2:22][CH2:23][C:24]1[NH:25][N:26]=[N:27][N:28]=1)[CH2:7][C:8]1[CH:9]=[CH:10][C:11]([C:14]2[CH:19]=[CH:18][CH:17]=[CH:16][CH:15]=2)=[CH:12][CH:13]=1)[CH3:2]. The catalyst class is: 2. (2) Reactant: C(=O)([O-])[O-].[K+].[K+].[CH3:7][O:8][C:9]1[CH:14]=[CH:13][C:12](B(O)O)=[CH:11][CH:10]=1.[C:18]1([S:24]([C:27]([CH3:39])([CH3:38])[CH2:28][CH2:29][CH2:30][N:31]2[CH2:36][C:35](Br)=[CH:34][CH2:33][CH2:32]2)(=[O:26])=[O:25])[CH:23]=[CH:22][CH:21]=[CH:20][CH:19]=1. Product: [C:18]1([S:24]([C:27]([CH3:39])([CH3:38])[CH2:28][CH2:29][CH2:30][N:31]2[CH2:32][C:33]([C:12]3[CH:13]=[CH:14][C:9]([O:8][CH3:7])=[CH:10][CH:11]=3)=[CH:34][CH2:35][CH2:36]2)(=[O:26])=[O:25])[CH:19]=[CH:20][CH:21]=[CH:22][CH:23]=1. The catalyst class is: 12. (3) Reactant: Cl[C:2]1[N:3]=[CH:4][C:5]([C:8]([NH:10][C@@H:11]([CH3:16])[C:12]([F:15])([F:14])[F:13])=[O:9])=[N:6][CH:7]=1.Cl.[CH3:18][C:19]1([CH3:38])[C:23]([CH3:25])([CH3:24])[O:22][B:21]([C:26]2[CH:27]=[N:28][N:29]([C:31]3([CH2:35][C:36]#[N:37])[CH2:34][NH:33][CH2:32]3)[CH:30]=2)[O:20]1.C(N(CC)C(C)C)(C)C. Product: [C:36]([CH2:35][C:31]1([N:29]2[CH:30]=[C:26]([B:21]3[O:22][C:23]([CH3:25])([CH3:24])[C:19]([CH3:38])([CH3:18])[O:20]3)[CH:27]=[N:28]2)[CH2:34][N:33]([C:2]2[N:3]=[CH:4][C:5]([C:8]([NH:10][C@@H:11]([CH3:16])[C:12]([F:15])([F:14])[F:13])=[O:9])=[N:6][CH:7]=2)[CH2:32]1)#[N:37]. The catalyst class is: 12. (4) Reactant: [CH:1]1([CH2:6][CH:7]([C:18]2[NH:22][C:21]([C:23]([O:25]CC)=[O:24])=[C:20]([CH3:28])[CH:19]=2)[C:8]2[CH:13]=[CH:12][C:11]([S:14]([CH3:17])(=[O:16])=[O:15])=[CH:10][CH:9]=2)[CH2:5][CH2:4][CH2:3][CH2:2]1.O.[OH-].[Li+].Cl. Product: [CH:1]1([CH2:6][CH:7]([C:18]2[NH:22][C:21]([C:23]([OH:25])=[O:24])=[C:20]([CH3:28])[CH:19]=2)[C:8]2[CH:9]=[CH:10][C:11]([S:14]([CH3:17])(=[O:15])=[O:16])=[CH:12][CH:13]=2)[CH2:5][CH2:4][CH2:3][CH2:2]1. The catalyst class is: 7. (5) Reactant: C(Cl)(=O)C(Cl)=O.[CH3:7][O:8][C:9]1[CH:26]=[CH:25][C:12]([CH2:13][N:14]2[C:18]([CH2:19][O:20][CH3:21])=[C:17]([C:22]([OH:24])=O)[CH:16]=[N:15]2)=[CH:11][CH:10]=1.[CH3:27][O:28][C:29]1[CH:46]=[CH:45][C:32]([CH2:33][N:34]2[CH:38]=[C:37]([C:39]([OH:41])=O)[C:36]([CH2:42][O:43][CH3:44])=[N:35]2)=[CH:31][CH:30]=1.Cl.[CH3:48][NH:49][O:50][CH3:51].CCN(CC)CC. Product: [CH3:51][O:50][N:49]([CH3:48])[C:22]([C:17]1[CH:16]=[N:15][N:14]([CH2:13][C:12]2[CH:11]=[CH:10][C:9]([O:8][CH3:7])=[CH:26][CH:25]=2)[C:18]=1[CH2:19][O:20][CH3:21])=[O:24].[CH3:51][O:50][N:49]([CH3:48])[C:39]([C:37]1[C:36]([CH2:42][O:43][CH3:44])=[N:35][N:34]([CH2:33][C:32]2[CH:31]=[CH:30][C:29]([O:28][CH3:27])=[CH:46][CH:45]=2)[CH:38]=1)=[O:41]. The catalyst class is: 59. (6) Reactant: [OH:1][CH:2]1[CH:6](O)[N:5]([CH3:8])[C:4](=[O:9])[N:3]1[CH3:10].S(=O)(=O)(O)O. Product: [CH3:8][N:5]1[CH2:6][C:2](=[O:1])[N:3]([CH3:10])[C:4]1=[O:9]. The catalyst class is: 6. (7) Reactant: C(OC(=O)[NH:10][C:11]1([CH2:16][O:17][CH3:18])[CH2:15][CH2:14][CH2:13][CH2:12]1)C1C=CC=CC=1. Product: [CH3:18][O:17][CH2:16][C:11]1([NH2:10])[CH2:15][CH2:14][CH2:13][CH2:12]1. The catalyst class is: 19. (8) Reactant: [NH2:1][C:2]1[C:16]([Br:17])=[CH:15][CH:14]=[CH:13][C:3]=1[C:4]([NH:6][CH:7]1[CH2:12][CH2:11][O:10][CH2:9][CH2:8]1)=[O:5].[C:18](=O)(OC(Cl)(Cl)Cl)[O:19]C(Cl)(Cl)Cl.C(N(CC)CC)C.C1(C)C=CC=CC=1. Product: [Br:17][C:16]1[CH:15]=[CH:14][CH:13]=[C:3]2[C:2]=1[NH:1][C:18](=[O:19])[N:6]([CH:7]1[CH2:12][CH2:11][O:10][CH2:9][CH2:8]1)[C:4]2=[O:5]. The catalyst class is: 2. (9) Reactant: [C:1]12([CH:11]([OH:24])[CH2:12][NH:13][C:14]3[C:15]4[CH2:23][CH2:22][NH:21][CH2:20][C:16]=4[N:17]=[CH:18][N:19]=3)[CH2:10][CH:5]3[CH2:6][CH:7]([CH2:9][CH:3]([CH2:4]3)[CH2:2]1)[CH2:8]2.[C:25]([O:29][C:30]([NH:32][C@H:33]([C:35](O)=[O:36])[CH3:34])=[O:31])([CH3:28])([CH3:27])[CH3:26].O.ON1C2C=CC=CC=2N=N1.Cl.CN(C)CCCN=C=NCC.C(N(CC)C(C)C)(C)C. Product: [C:25]([O:29][C:30](=[O:31])[NH:32][C@@H:33]([CH3:34])[C:35]([N:21]1[CH2:22][CH2:23][C:15]2[C:14]([NH:13][CH2:12][CH:11]([C:1]34[CH2:2][CH:3]5[CH2:4][CH:5]([CH2:6][CH:7]([CH2:9]5)[CH2:8]3)[CH2:10]4)[OH:24])=[N:19][CH:18]=[N:17][C:16]=2[CH2:20]1)=[O:36])([CH3:28])([CH3:26])[CH3:27]. The catalyst class is: 2.